From a dataset of TCR-epitope binding with 47,182 pairs between 192 epitopes and 23,139 TCRs. Binary Classification. Given a T-cell receptor sequence (or CDR3 region) and an epitope sequence, predict whether binding occurs between them. (1) The epitope is RPHERNGFTVL. The TCR CDR3 sequence is CASTQSWQGQETQYF. Result: 0 (the TCR does not bind to the epitope). (2) The epitope is YIFFASFYY. The TCR CDR3 sequence is CASSLPAGSTDTQYF. Result: 1 (the TCR binds to the epitope).